This data is from Reaction yield outcomes from USPTO patents with 853,638 reactions. The task is: Predict the reaction yield, written as a fraction of the theoretical maximum amount of product (1.0 means a 100% yield; for example, 0.34 means a 34% yield). (1) The reactants are [CH3:1][C@H:2]1[CH2:6][CH2:5][CH2:4][N:3]1[C:7]1[CH:8]=[C:9]([NH2:13])[CH:10]=[CH:11][CH:12]=1.[Cl:14][C:15]1[N:16]=[C:17](Cl)[C:18]2[N:23]=[CH:22][S:21][C:19]=2[N:20]=1.CCN(C(C)C)C(C)C. The catalyst is CC(O)C. The product is [Cl:14][C:15]1[N:16]=[C:17]([NH:13][C:9]2[CH:10]=[CH:11][CH:12]=[C:7]([N:3]3[CH2:4][CH2:5][CH2:6][C@@H:2]3[CH3:1])[CH:8]=2)[C:18]2[N:23]=[CH:22][S:21][C:19]=2[N:20]=1. The yield is 0.914. (2) The reactants are [C:1]([C:3]1[CH:4]=[C:5]([CH:9]=[CH:10][CH:11]=1)[C:6](Cl)=[O:7])#[N:2].[S-:12][C:13]#[N:14].[Na+]. The catalyst is CCOC(C)=O. The product is [C:1]([C:3]1[CH:4]=[C:5]([CH:9]=[CH:10][CH:11]=1)[C:6]([N:14]=[C:13]=[S:12])=[O:7])#[N:2]. The yield is 0.780. (3) The reactants are Br[C:2]1[CH:3]=[C:4]([C:14]([NH:16][CH2:17][C:18]2[C:19](=[O:26])[NH:20][C:21]([CH3:25])=[CH:22][C:23]=2[CH3:24])=[O:15])[C:5]2[CH:6]=[CH:7][N:8]([CH:11]([CH3:13])[CH3:12])[C:9]=2[CH:10]=1.[CH3:27][N:28]1[CH2:33][CH2:32][N:31]([C:34]2[CH:39]=[CH:38][C:37](B3OC(C)(C)C(C)(C)O3)=[CH:36][N:35]=2)[CH2:30][CH2:29]1.P([O-])([O-])([O-])=O.[K+].[K+].[K+].N#N. The catalyst is O1CCOCC1.O.CCOC(C)=O.CO.C1C=CC(P(C2C=CC=CC=2)[C-]2C=CC=C2)=CC=1.C1C=CC(P(C2C=CC=CC=2)[C-]2C=CC=C2)=CC=1.Cl[Pd]Cl.[Fe+2].C(Cl)Cl.C(Cl)(Cl)Cl.ClCCl. The product is [CH3:24][C:23]1[CH:22]=[C:21]([CH3:25])[NH:20][C:19](=[O:26])[C:18]=1[CH2:17][NH:16][C:14]([C:4]1[C:5]2[CH:6]=[CH:7][N:8]([CH:11]([CH3:13])[CH3:12])[C:9]=2[CH:10]=[C:2]([C:37]2[CH:36]=[N:35][C:34]([N:31]3[CH2:30][CH2:29][N:28]([CH3:27])[CH2:33][CH2:32]3)=[CH:39][CH:38]=2)[CH:3]=1)=[O:15]. The yield is 0.748. (4) The reactants are C([N:4]1[C:12]2[C:7](=[CH:8][C:9]([C:13](Cl)=[O:14])=[CH:10][CH:11]=2)[C:6]([C:16]2[CH:21]=[CH:20][C:19]([F:22])=[CH:18][CH:17]=2)=[N:5]1)(=O)C.[NH2:23][CH2:24][C:25]1[CH:30]=[CH:29][CH:28]=[CH:27][N:26]=1. The catalyst is N1C=CC=CC=1. The product is [F:22][C:19]1[CH:18]=[CH:17][C:16]([C:6]2[C:7]3[C:12](=[CH:11][CH:10]=[C:9]([C:13]([NH:23][CH2:24][C:25]4[CH:30]=[CH:29][CH:28]=[CH:27][N:26]=4)=[O:14])[CH:8]=3)[NH:4][N:5]=2)=[CH:21][CH:20]=1. The yield is 0.320. (5) The reactants are [CH:1]1([SH:6])[CH2:5][CH2:4][CH2:3][CH2:2]1.[OH-].[K+].Br[C:10]([CH3:17])([CH3:16])[C:11]([O:13][CH2:14][CH3:15])=[O:12]. The catalyst is C(O)C. The product is [CH2:14]([O:13][C:11](=[O:12])[C:10]([S:6][CH:1]1[CH2:5][CH2:4][CH2:3][CH2:2]1)([CH3:17])[CH3:16])[CH3:15]. The yield is 0.770. (6) The reactants are Br[CH:2]([C:4]1[O:5][C:6]2[C:11]([C:12](=[O:21])[C:13]=1[C:14]1[CH:19]=[CH:18][CH:17]=[C:16]([F:20])[CH:15]=1)=[CH:10][C:9]([F:22])=[CH:8][CH:7]=2)[CH3:3].CS(C)=[O:25]. The catalyst is C(O)CCC. The product is [F:22][C:9]1[CH:10]=[C:11]2[C:6](=[CH:7][CH:8]=1)[O:5][C:4]([CH:2]([OH:25])[CH3:3])=[C:13]([C:14]1[CH:19]=[CH:18][CH:17]=[C:16]([F:20])[CH:15]=1)[C:12]2=[O:21]. The yield is 0.640. (7) The reactants are [CH3:1][O:2][C:3](=[O:12])[C:4]1[CH:9]=[C:8]([OH:10])[CH:7]=[CH:6][C:5]=1[Br:11].[CH2:13](Br)[C:14]1[CH:19]=[CH:18][CH:17]=[CH:16][CH:15]=1.C([O-])([O-])=O.[K+].[K+].O. The catalyst is CN(C=O)C.CCOC(C)=O. The product is [CH2:13]([O:10][C:8]1[CH:7]=[CH:6][C:5]([Br:11])=[C:4]([CH:9]=1)[C:3]([O:2][CH3:1])=[O:12])[C:14]1[CH:19]=[CH:18][CH:17]=[CH:16][CH:15]=1. The yield is 1.00.